From a dataset of Experimentally validated miRNA-target interactions with 360,000+ pairs, plus equal number of negative samples. Binary Classification. Given a miRNA mature sequence and a target amino acid sequence, predict their likelihood of interaction. (1) The miRNA is hsa-miR-203a-3p with sequence GUGAAAUGUUUAGGACCACUAG. The protein sequence of the target gene is MAEKRHTRDSEAQRLPDSFKDSPSKGLGPCGWILVAFSFLFTVITFPISIWMCIKIIKEYERAIIFRLGRILQGGAKGPGLFFILPCTDSFIKVDMRTISFDIPPQEILTKDSVTISVDGVVYYRVQNATLAVANITNADSATRLLAQTTLRNVLGTKNLSQILSDREEIAHNMQSTLDDATDAWGIKVERVEIKDVKLPVQLQRAMAAEAEASREARAKVIAAEGEMNASRALKEASMVITESPAALQLRYLQTLTTIAAEKNSTIVFPLPIDMLQGIIGAKHSHLG. Result: 1 (interaction). (2) The miRNA is hsa-miR-6827-3p with sequence ACCGUCUCUUCUGUUCCCCAG. The protein sequence of the target gene is MEEPQKNDLSMREQEEEHPVRSSGPQISVSEFSCHCCYDTLVNPTTLNCGHSFCRHCLALWWMSSKKTECPECREKWEGFPKVNILLRDAIEKLFPDAIRMRVEDIQQNNDVVQSLAAFQKYGNDQNPLAPSTGRVNPQRGGGFFSGVLTALTGVAVILLVYHWRSRESEHGLLVHKAVDKWTMEEVVLWLEQLGPWASLYRDRFLSERVNGRLLLTLTEEEFSRAPYTIENSSHRRVILTELERVRALGVKPPQNLWEYKAVNPGRSLFLLYALKSSPRLGLLYLYLFDYTDCFLPFIH.... Result: 0 (no interaction). (3) The miRNA is hsa-miR-7159-5p with sequence UUCAACAAGGGUGUAGGAUGG. The protein sequence of the target gene is MDIVDTFNHLIPTEHLDDALFLGSNLENEVCEDFSASQNVLEDSLKNMLSDKDPMLGSASNQFCLPVLDSNDPNFQMPCSTVVGLDDIMDEGVVKESGNDTIDEEELILPNRNLRDKVEENSVRSPRKSPRLMAQEQVRSLRQSTIAKRSNAAPLSNTKKASGKTVSTAKAGVKQPERSQVKEEVCMSLKPEYHKENRRCSRNSGQIEVVPEVSVSSSHSSVSSCLEMKDEDGLDSKHKCNNPGEIDVPSHELNCSLLSETCVTIGEKKNEALMECKAKPVGSPLFKFSDKEEHEQNDSI.... Result: 0 (no interaction). (4) The miRNA is hsa-miR-19b-3p with sequence UGUGCAAAUCCAUGCAAAACUGA. The protein sequence of the target gene is MRQKAVSLFLCYLLLFTCSGVEAGKKKCSESSDSGSGFWKALTFMAVGGGLAVAGLPALGFTGAGIAANSVAASLMSWSAILNGGGVPAGGLVATLQSLGAGGSSVVIGNIGALMGYATHKYLDSEEDEE. Result: 0 (no interaction). (5) The protein sequence of the target gene is MPVAATNSETAMQQVLDNLGSLPSATGAAELDLIFLRGIMESPIVRSLAKVIMVLWFMQQNVFVPMKYMLKYFGAHERLEETKLEAVRDNNLELVQEILRDLAHVAEQSSTAAELAHILQEPHFQSLLETHDSVASKTYETPPPSPGLDPTFSNQPVPPDAVRMVGIRKTAGEHLGVTFRVEGGELVIARILHGGMVAQQGLLHVGDIIKEVNGQPVGSDPRALQELLRNASGSVILKILPSYQEPHLPRQVFVKCHFDYDPARDSLIPCKEAGLRFNAGDLLQIVNQDDANWWQACHVE.... The miRNA is hsa-miR-6847-5p with sequence ACAGAGGACAGUGGAGUGUGAGC. Result: 1 (interaction). (6) The miRNA is hsa-miR-144-5p with sequence GGAUAUCAUCAUAUACUGUAAG. The protein sequence of the target gene is MSAPAAGATAGGDDAADRNVEMWKIKRLIKSLELARGNGTSMISLIIPPKDQVARIQRMLAEEYGTASNIKSRVNRLSVLGAITSVQGRLKLYNKVPPNGLVVYCGTIMTDEGKEKKVNIDFEPFKAINTSLYLCDNKFHTEALQGLLADDNKFGFIIMDGNGCLFGTLQGNTREVLHKFTVDLPKKHGRGGQSAVRFARLRNEKRHNYVRKVAENSVEQFIKNDKVTVAGLILAGSADFKTELGQSDMFDQRLQAKMIKTVDIAYGGENGFNQAIELAADTLASVKFIQEKKLIGGYFD.... Result: 0 (no interaction). (7) The miRNA is hsa-miR-548az-3p with sequence AAAAACUGCAAUCACUUUUGC. The protein sequence of the target gene is MSVCYRPPGNETLLSWKTSRATGTAFLLLAALLGLPGNGFVVWSLAGWRPARGRPLAATLVLHLALADGAVLLLTPLFVAFLTRQAWPLGQAGCKAVYYVCALSMYASVLLTGLLSLQRCLAVTRPFLAPRLRSPALARRLLLAVWLAALLLAVPAAVYRHLWRDRVCQLCHPSPVHAAAHLSLETLTAFVLPFGLMLGCYSVTLARLRGARWGSGRHGARVGRLVSAIVLAFGLLWAPYHAVNLLQAVAALAPPEGALAKLGGAGQAARAGTTALAFFSSSVNPVLYVFTAGDLLPRAG.... Result: 0 (no interaction). (8) The miRNA is hsa-miR-483-5p with sequence AAGACGGGAGGAAAGAAGGGAG. The protein sequence of the target gene is MAGAPTVSLPELRSLLASGRARLFDVRSREEAAAGTIPGALNIPVSELESALQMEPAAFQALYSAEKPKLEDEHLVFFCQMGKRGLQATQLARSLGYTGARNYAGAYREWLEKES. Result: 0 (no interaction). (9) The miRNA is dme-miR-314-3p with sequence UAUUCGAGCCAAUAAGUUCGG. Result: 0 (no interaction). The protein sequence of the target gene is MARKSNLPVLLVPFLLCQALVRCSSPLPLVVNTWPFKNATEAAWRALASGGSALDAVESGCAMCEREQCDGSVGFGGSPDELGETTLDAMIMDGTTMDVGAVGDLRRIKNAIGVARKVLEHTTHTLLVGESATTFAQSMGFINEDLSTTASQALHSDWLARNCQPNYWRNVIPDPSKYCGPYKPPGILKQDIPIHKETEDDRGHDTIGMVVIHKTGHIAAGTSTNGIKFKIHGRVGDSPIPGAGAYADDTAGAAAATGNGDILMRFLPSYQAVEYMRRGEDPTIACQKVISRIQKHFPEF....